This data is from Catalyst prediction with 721,799 reactions and 888 catalyst types from USPTO. The task is: Predict which catalyst facilitates the given reaction. (1) Reactant: C(N1C=CN=C1)(N1C=CN=C1)=O.[I:13][C:14]1[CH:22]=[CH:21][C:17]([C:18]([OH:20])=O)=[CH:16][CH:15]=1.O[NH:24][C:25](=[NH:27])[CH3:26].C[O-].[Na+].CO. Product: [I:13][C:14]1[CH:15]=[CH:16][C:17]([C:18]2[O:20][N:27]=[C:25]([CH3:26])[N:24]=2)=[CH:21][CH:22]=1. The catalyst class is: 255. (2) Reactant: Cl.[Cl:2][C:3]1[CH:4]=[C:5]2[C:9](=[CH:10][CH:11]=1)[NH:8][CH:7]=[C:6]2[CH2:12][CH2:13][NH2:14].[F:15][C:16]1[CH:17]=[C:18]([N:24]2[CH2:28][CH2:27][CH:26]([C:29](O)=[O:30])[C:25]2=[O:32])[CH:19]=[CH:20][C:21]=1[O:22][CH3:23].CN(C(ON1N=NC2C=CC=NC1=2)=[N+](C)C)C.F[P-](F)(F)(F)(F)F.C(N(CC)C(C)C)(C)C. Product: [Cl:2][C:3]1[CH:4]=[C:5]2[C:9](=[CH:10][CH:11]=1)[NH:8][CH:7]=[C:6]2[CH2:12][CH2:13][NH:14][C:29]([CH:26]1[CH2:27][CH2:28][N:24]([C:18]2[CH:19]=[CH:20][C:21]([O:22][CH3:23])=[C:16]([F:15])[CH:17]=2)[C:25]1=[O:32])=[O:30]. The catalyst class is: 3. (3) Reactant: [O:1]1[CH:5]=[CH:4][CH:3]=[C:2]1[C:6]1[CH:7]=[CH:8][C:9]2[O:13][C:12]3[CH:14]=[C:15]([S:18]([NH:21][C@@H:22]([CH:27]([CH3:29])[CH3:28])[C:23]([O:25][CH3:26])=[O:24])(=[O:20])=[O:19])[CH:16]=[CH:17][C:11]=3[C:10]=2[CH:30]=1.[Cl:31]N1C(=O)CCC1=O.C(O)(C(F)(F)F)=O.CS(C)=O. Product: [Cl:31][C:5]1[O:1][C:2]([C:6]2[CH:7]=[CH:8][C:9]3[O:13][C:12]4[CH:14]=[C:15]([S:18]([NH:21][C@@H:22]([CH:27]([CH3:28])[CH3:29])[C:23]([O:25][CH3:26])=[O:24])(=[O:19])=[O:20])[CH:16]=[CH:17][C:11]=4[C:10]=3[CH:30]=2)=[CH:3][CH:4]=1. The catalyst class is: 448. (4) Reactant: [CH2:1]([O:5][CH2:6][CH2:7][O:8][C:9]1[CH:14]=[CH:13][C:12]([C:15]2[CH:16]=[C:17]3[C:22](=[C:23](/[CH:25]=[CH:26]/[C:27]([O:29]CC)=[O:28])[CH:24]=2)[N:21]([CH3:32])[CH2:20][CH2:19][CH2:18]3)=[CH:11][CH:10]=1)[CH2:2][CH2:3][CH3:4].[OH-].[Na+].Cl. Product: [CH2:1]([O:5][CH2:6][CH2:7][O:8][C:9]1[CH:14]=[CH:13][C:12]([C:15]2[CH:16]=[C:17]3[C:22](=[C:23](/[CH:25]=[CH:26]/[C:27]([OH:29])=[O:28])[CH:24]=2)[N:21]([CH3:32])[CH2:20][CH2:19][CH2:18]3)=[CH:11][CH:10]=1)[CH2:2][CH2:3][CH3:4]. The catalyst class is: 353.